From a dataset of Full USPTO retrosynthesis dataset with 1.9M reactions from patents (1976-2016). Predict the reactants needed to synthesize the given product. Given the product [C:39]([C:43]1[N:47]([CH2:48][CH:49]2[CH2:54][CH2:53][O:52][CH2:51][CH2:50]2)[C:46]2[CH:55]=[CH:56][C:57]([S:59]([N:62]3[CH:66]=[CH:65][C:64]([C:67]([NH:5][CH2:4][CH2:3][F:2])=[O:68])=[CH:63]3)(=[O:61])=[O:60])=[CH:58][C:45]=2[N:44]=1)([CH3:42])([CH3:40])[CH3:41], predict the reactants needed to synthesize it. The reactants are: Cl.[F:2][CH2:3][CH2:4][NH2:5].C(N(CC)C(C)C)(C)C.CN(C(ON1N=NC2C=CC=NC1=2)=[N+](C)C)C.F[P-](F)(F)(F)(F)F.[C:39]([C:43]1[N:47]([CH2:48][CH:49]2[CH2:54][CH2:53][O:52][CH2:51][CH2:50]2)[C:46]2[CH:55]=[CH:56][C:57]([S:59]([N:62]3[CH:66]=[CH:65][C:64]([C:67](O)=[O:68])=[CH:63]3)(=[O:61])=[O:60])=[CH:58][C:45]=2[N:44]=1)([CH3:42])([CH3:41])[CH3:40].